This data is from Peptide-MHC class I binding affinity with 185,985 pairs from IEDB/IMGT. The task is: Regression. Given a peptide amino acid sequence and an MHC pseudo amino acid sequence, predict their binding affinity value. This is MHC class I binding data. (1) The peptide sequence is LDKGKLWHL. The MHC is HLA-B40:01 with pseudo-sequence HLA-B40:01. The binding affinity (normalized) is 0.0847. (2) The peptide sequence is RAWGRRLMI. The MHC is HLA-B40:01 with pseudo-sequence HLA-B40:01. The binding affinity (normalized) is 0.0847. (3) The peptide sequence is RLKTATYTF. The MHC is HLA-B15:01 with pseudo-sequence HLA-B15:01. The binding affinity (normalized) is 0.580. (4) The peptide sequence is MMHASTSPF. The MHC is HLA-C06:02 with pseudo-sequence HLA-C06:02. The binding affinity (normalized) is 0.252. (5) The peptide sequence is IYTVIYYIF. The MHC is HLA-A02:06 with pseudo-sequence HLA-A02:06. The binding affinity (normalized) is 0.332. (6) The peptide sequence is RQFPTAFEN. The MHC is Mamu-B3901 with pseudo-sequence Mamu-B3901. The binding affinity (normalized) is 0.114.